This data is from Catalyst prediction with 721,799 reactions and 888 catalyst types from USPTO. The task is: Predict which catalyst facilitates the given reaction. (1) Reactant: [CH2:1]([O:3][C:4](=[O:9])[CH2:5][C:6]([OH:8])=O)[CH3:2].C([Mg]CCCC)CCC.CCCCCCC.[C:26]([O:30][C:31]([NH:33][C@@H:34](C)[C:35](O)=O)=[O:32])([CH3:29])([CH3:28])[CH3:27].N1(C(N2C=CN=C2)=O)C=CN=C1. Product: [C:26]([O:30][C:31]([NH:33][C@@H:34]([CH3:35])[C:6](=[O:8])[CH2:5][C:4]([O:3][CH2:1][CH3:2])=[O:9])=[O:32])([CH3:29])([CH3:28])[CH3:27]. The catalyst class is: 1. (2) Reactant: [C:1]([C:3]1[CH:4]=[C:5]([C:13]2[O:17][N:16]=[C:15]([C:18]3[CH:39]=[CH:38][C:21]4[CH2:22][CH2:23][N:24]([C:27](=[O:37])[CH2:28][NH:29]C(=O)OC(C)(C)C)[CH2:25][CH2:26][C:20]=4[CH:19]=3)[N:14]=2)[CH:6]=[N:7][C:8]=1[NH:9][CH:10]([CH3:12])[CH3:11])#[N:2].FC(F)(F)C(O)=O. Product: [NH2:29][CH2:28][C:27]([N:24]1[CH2:23][CH2:22][C:21]2[CH:38]=[CH:39][C:18]([C:15]3[N:14]=[C:13]([C:5]4[CH:4]=[C:3]([C:1]#[N:2])[C:8]([NH:9][CH:10]([CH3:11])[CH3:12])=[N:7][CH:6]=4)[O:17][N:16]=3)=[CH:19][C:20]=2[CH2:26][CH2:25]1)=[O:37]. The catalyst class is: 2. (3) Reactant: [NH:1]1[C:9]2[C:4](=[CH:5][CH:6]=[CH:7][CH:8]=2)[C:3]([CH2:10][C@H:11]([NH:13][CH2:14][C:15]([F:19])([F:18])[CH2:16][OH:17])[CH3:12])=[CH:2]1.C(O)(=O)C.[Br:24][C:25]1[CH:32]=[C:31]([F:33])[C:28]([CH:29]=O)=[C:27]([F:34])[CH:26]=1. Product: [Br:24][C:25]1[CH:32]=[C:31]([F:33])[C:28]([C@@H:29]2[C:2]3[NH:1][C:9]4[C:4]([C:3]=3[CH2:10][C@@H:11]([CH3:12])[N:13]2[CH2:14][C:15]([F:18])([F:19])[CH2:16][OH:17])=[CH:5][CH:6]=[CH:7][CH:8]=4)=[C:27]([F:34])[CH:26]=1. The catalyst class is: 93. (4) Reactant: [O:1]1[CH2:5][CH2:4][CH:3]([CH2:6][OH:7])[CH2:2]1.C(N(CC)CC)C.[C:15]1([CH3:25])[CH:20]=[CH:19][C:18]([S:21](Cl)(=[O:23])=[O:22])=[CH:17][CH:16]=1.O. Product: [CH3:25][C:15]1[CH:20]=[CH:19][C:18]([S:21]([O:7][CH2:6][CH:3]2[CH2:4][CH2:5][O:1][CH2:2]2)(=[O:23])=[O:22])=[CH:17][CH:16]=1. The catalyst class is: 7. (5) Reactant: [OH-].[Na+].[CH3:3][O:4][C:5]1[CH:6]=[C:7]([CH:12]=[C:13]([N+:15]([O-:17])=[O:16])[CH:14]=1)[C:8]([O:10]C)=[O:9].Cl. Product: [CH3:3][O:4][C:5]1[CH:6]=[C:7]([CH:12]=[C:13]([N+:15]([O-:17])=[O:16])[CH:14]=1)[C:8]([OH:10])=[O:9]. The catalyst class is: 83.